From a dataset of Peptide-MHC class I binding affinity with 185,985 pairs from IEDB/IMGT. Regression. Given a peptide amino acid sequence and an MHC pseudo amino acid sequence, predict their binding affinity value. This is MHC class I binding data. (1) The peptide sequence is VAFYCAGRF. The MHC is HLA-C12:03 with pseudo-sequence HLA-C12:03. The binding affinity (normalized) is 0.625. (2) The peptide sequence is AVNAATYNR. The MHC is HLA-A02:01 with pseudo-sequence HLA-A02:01. The binding affinity (normalized) is 0.0847. (3) The peptide sequence is SSAGLKDDLL. The MHC is Mamu-A01 with pseudo-sequence Mamu-A01. The binding affinity (normalized) is 0.262. (4) The peptide sequence is LLAPITAYA. The MHC is HLA-A02:06 with pseudo-sequence HLA-A02:06. The binding affinity (normalized) is 0.846. (5) The peptide sequence is RQLLWRYQI. The MHC is BoLA-D18.4 with pseudo-sequence BoLA-D18.4. The binding affinity (normalized) is 0.579. (6) The peptide sequence is EGAGIDDPV. The MHC is HLA-B46:01 with pseudo-sequence HLA-B46:01. The binding affinity (normalized) is 0.0847. (7) The peptide sequence is SFHQQSSGIL. The MHC is Patr-A0401 with pseudo-sequence Patr-A0401. The binding affinity (normalized) is 0.0685. (8) The peptide sequence is YTLNNGGAF. The MHC is HLA-A01:01 with pseudo-sequence HLA-A01:01. The binding affinity (normalized) is 0.0847. (9) The peptide sequence is RRGLRMAKQ. The MHC is Mamu-B08 with pseudo-sequence Mamu-B08. The binding affinity (normalized) is 0.342.